Predict which catalyst facilitates the given reaction. From a dataset of Catalyst prediction with 721,799 reactions and 888 catalyst types from USPTO. (1) Reactant: [CH3:1][N:2]1[C:6]([C:7](=[N:14][O:15][CH2:16][C:17]2[N:22]=[C:21]([NH2:23])[CH:20]=[CH:19][CH:18]=2)[C:8]2[CH:13]=[CH:12][CH:11]=[CH:10][CH:9]=2)=[N:5][N:4]=[N:3]1.N1C=CC=CC=1.[C:30](=[O:37])(Cl)[S:31][CH2:32][CH2:33][CH2:34][CH3:35]. Product: [CH3:1][N:2]1[C:6]([C:7](=[N:14][O:15][CH2:16][C:17]2[N:22]=[C:21]([NH:23][C:30](=[O:37])[S:31][CH2:32][CH2:33][CH2:34][CH3:35])[CH:20]=[CH:19][CH:18]=2)[C:8]2[CH:9]=[CH:10][CH:11]=[CH:12][CH:13]=2)=[N:5][N:4]=[N:3]1. The catalyst class is: 4. (2) Reactant: [OH:1][CH2:2][CH2:3][O:4][C:5]1[C:9]([C:10]2[CH:15]=[CH:14][C:13]([CH3:16])=[CH:12][CH:11]=2)=[C:8]([NH:17][S:18]([C:21]2[CH:26]=[CH:25][C:24]([CH3:27])=[CH:23][N:22]=2)(=[O:20])=[O:19])[N:7]([CH3:28])[N:6]=1.[H-].[Na+].[Cl:31][C:32]1[CH:33]=[N:34][C:35](S(C)(=O)=O)=[N:36][CH:37]=1.C(O)(=O)CC(CC(O)=O)(C(O)=O)O. Product: [Cl:31][C:32]1[CH:33]=[N:34][C:35]([O:1][CH2:2][CH2:3][O:4][C:5]2[C:9]([C:10]3[CH:15]=[CH:14][C:13]([CH3:16])=[CH:12][CH:11]=3)=[C:8]([NH:17][S:18]([C:21]3[CH:26]=[CH:25][C:24]([CH3:27])=[CH:23][N:22]=3)(=[O:19])=[O:20])[N:7]([CH3:28])[N:6]=2)=[N:36][CH:37]=1. The catalyst class is: 7. (3) Reactant: [C:1]([O:5][C:6]([N:8]1[C:12](=[O:13])[C:11](=[CH:14]N(C)C)[CH:10]2[CH2:18][CH:19]=[CH:20][CH:9]12)=[O:7])([CH3:4])([CH3:3])[CH3:2].Cl.[O:22]1CCOCC1. Product: [C:1]([O:5][C:6]([N:8]1[C:12](=[O:13])[C:11](=[CH:14][OH:22])[CH:10]2[CH2:18][CH:19]=[CH:20][CH:9]12)=[O:7])([CH3:4])([CH3:3])[CH3:2]. The catalyst class is: 13. (4) Reactant: [Cl:1][C:2]1[CH:21]=[CH:20][C:19]([OH:22])=[CH:18][C:3]=1[C:4]([NH:6][CH2:7][C:8]12[CH2:17][CH:12]3[CH2:13][CH:14]([CH2:16][CH:10]([CH2:11]3)[CH2:9]1)[CH2:15]2)=[O:5].C(=O)([O-])[O-].[K+].[K+].Cl.[CH3:30][N:31]([CH3:35])[CH2:32][CH2:33]Cl.Cl. Product: [Cl:1][C:2]1[CH:21]=[CH:20][C:19]([O:22][CH2:33][CH2:32][N:31]([CH3:35])[CH3:30])=[CH:18][C:3]=1[C:4]([NH:6][CH2:7][C:8]12[CH2:17][CH:12]3[CH2:11][CH:10]([CH2:16][CH:14]([CH2:13]3)[CH2:15]1)[CH2:9]2)=[O:5]. The catalyst class is: 753. (5) Reactant: [Cl:1][C:2]1[CH:3]=[C:4]([C:8]2[C:13]3[N:14]([CH2:20][C@H:21]4[CH2:26][CH2:25][C@H:24]([CH3:27])[CH2:23][CH2:22]4)[C:15]([C:17]([CH3:19])=[CH2:18])=[N:16][C:12]=3[CH:11]=[C:10]([C:28]3[NH:32][C:31](=[O:33])[O:30][N:29]=3)[N:9]=2)[CH:5]=[N:6][CH:7]=1.[CH3:34][S-:35].[Na+]. Product: [Cl:1][C:2]1[CH:3]=[C:4]([C:8]2[C:13]3[N:14]([CH2:20][C@H:21]4[CH2:22][CH2:23][C@H:24]([CH3:27])[CH2:25][CH2:26]4)[C:15]([CH:17]([CH3:19])[CH2:18][S:35][CH3:34])=[N:16][C:12]=3[CH:11]=[C:10]([C:28]3[NH:32][C:31](=[O:33])[O:30][N:29]=3)[N:9]=2)[CH:5]=[N:6][CH:7]=1. The catalyst class is: 5. (6) The catalyst class is: 10. Product: [CH3:35][S:20][C:19](=[NH:21])[CH:18]([C:10]1[CH:9]=[C:8]([O:7][CH3:6])[C:13]2[O:14][CH2:15][CH2:16][O:17][C:12]=2[CH:11]=1)[NH:22][C:23]1[CH:24]=[CH:25][C:26]([C:29]2[N:33]=[C:32]([CH3:34])[O:31][N:30]=2)=[CH:27][CH:28]=1. Reactant: F[B-](F)(F)F.[CH3:6][O:7][C:8]1[C:13]2[O:14][CH2:15][CH2:16][O:17][C:12]=2[CH:11]=[C:10]([CH:18]([NH:22][C:23]2[CH:28]=[CH:27][C:26]([C:29]3[N:33]=[C:32]([CH3:34])[O:31][N:30]=3)=[CH:25][CH:24]=2)[C:19]([NH2:21])=[S:20])[CH:9]=1.[C:35](=O)([O-])O.[Na+].C(OCC)(=O)C. (7) Reactant: [OH:1][CH:2]([C:4]1([C:13]([O:15][C:16]([CH3:19])([CH3:18])[CH3:17])=[O:14])[CH2:8][CH2:7][C:6]([O:11][CH3:12])([O:9][CH3:10])[CH2:5]1)[CH3:3].C(N(CC)CC)C.[C:27](OC(=O)C)(=[O:29])[CH3:28]. Product: [C:27]([O:1][CH:2]([C:4]1([C:13]([O:15][C:16]([CH3:18])([CH3:17])[CH3:19])=[O:14])[CH2:8][CH2:7][C:6]([O:11][CH3:12])([O:9][CH3:10])[CH2:5]1)[CH3:3])(=[O:29])[CH3:28]. The catalyst class is: 64.